From a dataset of Orexin1 receptor HTS with 218,158 compounds and 233 confirmed actives. Binary Classification. Given a drug SMILES string, predict its activity (active/inactive) in a high-throughput screening assay against a specified biological target. (1) The molecule is O1CCN(CC1)CCOc1c(OC)cc(cc1)/C=C(\C(=O)Nc1c(OC)cc(OC)cc1)C#N. The result is 0 (inactive). (2) The molecule is s1c(NC(=O)CCC(=O)N(CC(=O)NC2CCCC2)c2c(ccc(c2)C)C)ncc1. The result is 0 (inactive). (3) The molecule is S(CC=1NC(=O)NC(C1C(OCC)=O)c1cc([N+]([O-])=O)ccc1)c1sc2c(n1)cccc2. The result is 0 (inactive). (4) The molecule is s1c(CC(=O)NC(c2cc3OCOc3cc2)C)ccc1. The result is 0 (inactive). (5) The compound is P(Oc1ccccc1)(Oc1ccccc1)(=O)Nc1c(ccc(c1)C)C. The result is 1 (active). (6) The drug is O(c1cc(CCNC(=O)C\C(=N\NC(=O)c2ccc(N)cc2)C)ccc1OC)C. The result is 0 (inactive). (7) The compound is O=c1[nH]c(=O)n(c(N)c1N(CC)C(=O)COC(=O)CNC(=O)c1ccc(cc1)C)Cc1ccccc1. The result is 0 (inactive).